From a dataset of Reaction yield outcomes from USPTO patents with 853,638 reactions. Predict the reaction yield, written as a fraction of the theoretical maximum amount of product (1.0 means a 100% yield; for example, 0.34 means a 34% yield). (1) The reactants are Br[C:2]1[C:7]2[S:8][C:9]([NH:11][C:12]([NH:14][CH2:15][CH3:16])=[O:13])=[N:10][C:6]=2[CH:5]=[C:4](Br)[N:3]=1.C([Sn](CCCC)(CCCC)[C:23]1[CH:28]=[N:27][CH:26]=[CH:25][N:24]=1)CCC.O. The catalyst is CN(C=O)C.C1C=CC([P]([Pd]([P](C2C=CC=CC=2)(C2C=CC=CC=2)C2C=CC=CC=2)([P](C2C=CC=CC=2)(C2C=CC=CC=2)C2C=CC=CC=2)[P](C2C=CC=CC=2)(C2C=CC=CC=2)C2C=CC=CC=2)(C2C=CC=CC=2)C2C=CC=CC=2)=CC=1. The product is [N:24]1[CH:25]=[CH:26][N:27]=[CH:28][C:23]=1[C:2]1[C:7]2[S:8][C:9]([NH:11][C:12]([NH:14][CH2:15][CH3:16])=[O:13])=[N:10][C:6]=2[CH:5]=[C:4]([C:28]2[CH:23]=[N:24][CH:25]=[CH:26][N:27]=2)[N:3]=1. The yield is 0.0700. (2) The reactants are [NH2:1][C:2]1[CH:7]=[CH:6][C:5]([S:8]([NH:11][CH:12]([CH3:14])[CH3:13])(=[O:10])=[O:9])=[CH:4][CH:3]=1.[Br:15][C:16]1[CH:17]=[C:18]([CH:21]=[CH:22][CH:23]=1)[CH:19]=O.[CH2:24]=[C:25]([CH3:27])[CH3:26].FC(F)(F)S([O-])(=O)=O.[Yb+3].FC(F)(F)S([O-])(=O)=O.FC(F)(F)S([O-])(=O)=O. The catalyst is C(#N)C.C(OCC)(=O)C. The product is [CH:12]([NH:11][S:8]([C:5]1[CH:6]=[C:7]2[C:2](=[CH:3][CH:4]=1)[NH:1][CH:19]([C:18]1[CH:21]=[CH:22][CH:23]=[C:16]([Br:15])[CH:17]=1)[CH2:24][C:25]2([CH3:27])[CH3:26])(=[O:10])=[O:9])([CH3:14])[CH3:13]. The yield is 0.474. (3) The reactants are Cl[CH:2]([CH:16]1[CH2:21][CH2:20][CH2:19][CH2:18][CH2:17]1)[C:3]1[CH:4]=[C:5]([C:9]2[CH:10]=[CH:11][C:12]([F:15])=[N:13][CH:14]=2)[O:6][C:7]=1[CH3:8].[NH2:22][C:23]1[CH:28]=[CH:27][C:26]([C:29]([NH:31][CH2:32][CH2:33][C:34]([O:36]CC)=[O:35])=[O:30])=[CH:25][CH:24]=1.C(=O)([O-])[O-].[Na+].[Na+].[I-].[Na+]. The catalyst is CN(C)C(=O)C.O. The product is [CH:16]1([CH:2]([NH:22][C:23]2[CH:24]=[CH:25][C:26]([C:29]([NH:31][CH2:32][CH2:33][C:34]([OH:36])=[O:35])=[O:30])=[CH:27][CH:28]=2)[C:3]2[CH:4]=[C:5]([C:9]3[CH:14]=[N:13][C:12]([F:15])=[CH:11][CH:10]=3)[O:6][C:7]=2[CH3:8])[CH2:21][CH2:20][CH2:19][CH2:18][CH2:17]1. The yield is 0.620. (4) The reactants are [OH:1][C:2]1[CH:7]=[CH:6][C:5]([N:8]2[C:13](=[O:14])[C:12]([CH2:15][C:16]3[CH:21]=[CH:20][C:19]([C:22]4[C:23]([C:28]#[N:29])=[CH:24][CH:25]=[CH:26][CH:27]=4)=[CH:18][CH:17]=3)=[C:11]([CH2:30][CH2:31][CH3:32])[N:10]=[C:9]2[CH3:33])=[CH:4][CH:3]=1.[Si](O[CH:42]1[CH2:48][CH2:47][CH2:46][CH:45]([OH:49])[CH2:44][CH2:43]1)(C(C)(C)C)(C)C.C1(P(C2C=CC=CC=2)C2C=CC=CC=2)C=CC=CC=1.[N:70]([C:71]([O:73]C(C)C)=[O:72])=[N:70][C:71]([O:73]C(C)C)=[O:72]. The catalyst is O1CCCC1.O.C(OCC)(=O)C. The product is [OH:49][CH:45]1[CH2:44][CH2:43][CH2:42][CH:48]([O:1][C:2]2[CH:3]=[CH:4][C:5]([N:8]3[C:13](=[O:14])[C:12]([CH2:15][C:16]4[CH:21]=[CH:20][C:19]([C:22]5[CH:27]=[CH:26][CH:25]=[CH:24][C:23]=5[C:28]5[NH:70][C:71](=[O:72])[O:73][N:29]=5)=[CH:18][CH:17]=4)=[C:11]([CH2:30][CH2:31][CH3:32])[N:10]=[C:9]3[CH3:33])=[CH:6][CH:7]=2)[CH2:47][CH2:46]1. The yield is 0.530. (5) The reactants are [NH2:1][CH2:2][C@@H:3]([NH:21][C:22](=[O:34])[C:23]1[CH:28]=[CH:27][C:26]([O:29][CH:30]([CH3:32])[CH3:31])=[C:25]([Cl:33])[CH:24]=1)[CH2:4][C:5]1[CH:10]=[CH:9][C:8]([C:11]2[N:12]=[C:13]3[C:18]([Br:19])=[CH:17][CH:16]=[CH:15][N:14]3[CH:20]=2)=[CH:7][CH:6]=1.CC(OC([NH:42][C@@H:43]([C:45](O)=[O:46])[CH3:44])=O)(C)C.CCN=C=NCCCN(C)C.Cl. The catalyst is C(Cl)Cl.O1CCOCC1. The product is [NH2:42][C@@H:43]([C:45]([NH:1][CH2:2][C@@H:3]([NH:21][C:22](=[O:34])[C:23]1[CH:28]=[CH:27][C:26]([O:29][CH:30]([CH3:32])[CH3:31])=[C:25]([Cl:33])[CH:24]=1)[CH2:4][C:5]1[CH:10]=[CH:9][C:8]([C:11]2[N:12]=[C:13]3[C:18]([Br:19])=[CH:17][CH:16]=[CH:15][N:14]3[CH:20]=2)=[CH:7][CH:6]=1)=[O:46])[CH3:44]. The yield is 0.250. (6) The yield is 0.640. The product is [F:22][C:19]([F:20])([F:21])[C:17]1[CH:16]=[N:15][N:14]([C:11]2[N:12]=[CH:13][C:8]([NH2:5])=[CH:9][N:10]=2)[CH:18]=1. The catalyst is CO.C(OCC)(=O)C.[Fe]. The reactants are C(O)(=O)C.[N+:5]([C:8]1[CH:9]=[N:10][C:11]([N:14]2[CH:18]=[C:17]([C:19]([F:22])([F:21])[F:20])[CH:16]=[N:15]2)=[N:12][CH:13]=1)([O-])=O. (7) The reactants are [C:1]([NH:9][C:10]1[CH:45]=[CH:44][N:13]([C@@H:14]2[O:43][C@H:40]([CH2:41][OH:42])[C@@H:38]([OH:39])[C@H:15]2[O:16][CH2:17][CH2:18][CH2:19][N:20]([C:31]([O:33][C:34]([CH3:37])([CH3:36])[CH3:35])=[O:32])[C:21]([NH2:30])=[N:22][C:23]([O:25][C:26]([CH3:29])([CH3:28])[CH3:27])=[O:24])[C:12](=[O:46])[N:11]=1)(=[O:8])[C:2]1[CH:7]=[CH:6][CH:5]=[CH:4][CH:3]=1.[CH3:47][O:48][C:49]1[CH:70]=[CH:69][C:52]([C:53](Cl)([C:62]2[CH:67]=[CH:66][CH:65]=[CH:64][CH:63]=2)[C:54]2[CH:59]=[CH:58][C:57]([O:60][CH3:61])=[CH:56][CH:55]=2)=[CH:51][CH:50]=1. The catalyst is N1C=CC=CC=1. The product is [C:1]([NH:9][C:10]1[CH:45]=[CH:44][N:13]([C@@H:14]2[O:43][C@H:40]([CH2:41][O:42][C:53]([C:62]3[CH:67]=[CH:66][CH:65]=[CH:64][CH:63]=3)([C:54]3[CH:59]=[CH:58][C:57]([O:60][CH3:61])=[CH:56][CH:55]=3)[C:52]3[CH:51]=[CH:50][C:49]([O:48][CH3:47])=[CH:70][CH:69]=3)[C@@H:38]([OH:39])[C@H:15]2[O:16][CH2:17][CH2:18][CH2:19][N:20]([C:31]([O:33][C:34]([CH3:35])([CH3:36])[CH3:37])=[O:32])[C:21]([NH2:30])=[N:22][C:23]([O:25][C:26]([CH3:29])([CH3:28])[CH3:27])=[O:24])[C:12](=[O:46])[N:11]=1)(=[O:8])[C:2]1[CH:3]=[CH:4][CH:5]=[CH:6][CH:7]=1. The yield is 0.940.